From a dataset of Full USPTO retrosynthesis dataset with 1.9M reactions from patents (1976-2016). Predict the reactants needed to synthesize the given product. (1) Given the product [C:1]([O:5][C:6]([N:8]1[C@@H:12]([CH2:13][C:14]2[CH:15]=[CH:16][CH:17]=[CH:18][CH:19]=2)[C@H:11]([CH2:20][CH2:21][C:22](=[O:23])[NH:35][CH2:27][CH2:28][C:29]2[CH:34]=[CH:33][CH:32]=[CH:31][CH:30]=2)[O:10][C:9]1([CH3:26])[CH3:25])=[O:7])([CH3:4])([CH3:2])[CH3:3], predict the reactants needed to synthesize it. The reactants are: [C:1]([O:5][C:6]([N:8]1[C@@H:12]([CH2:13][C:14]2[CH:19]=[CH:18][CH:17]=[CH:16][CH:15]=2)[C@H:11]([CH2:20][CH2:21][C:22](O)=[O:23])[O:10][C:9]1([CH3:26])[CH3:25])=[O:7])([CH3:4])([CH3:3])[CH3:2].[CH2:27]([NH2:35])[CH2:28][C:29]1[CH:34]=[CH:33][CH:32]=[CH:31][CH:30]=1.O.ON1C2C=CC=CC=2N=N1.CN1CCOCC1.Cl.CN(C)CCCN=C=NCC.C(=O)([O-])O.[Na+]. (2) Given the product [F:1][C:2]1[C:10]([N+:11]([O-:13])=[O:12])=[CH:9][CH:8]=[C:7]2[C:3]=1[C:4]1([CH2:17][CH2:16][CH2:15]1)[C:5](=[O:14])[N:6]2[CH3:20], predict the reactants needed to synthesize it. The reactants are: [F:1][C:2]1[C:10]([N+:11]([O-:13])=[O:12])=[CH:9][CH:8]=[C:7]2[C:3]=1[C:4]1([CH2:17][CH2:16][CH2:15]1)[C:5](=[O:14])[NH:6]2.[H-].[Na+].[CH3:20]I.[Cl-].[NH4+]. (3) Given the product [CH3:26][C:27]([CH2:28][CH2:29][NH:21][C@H:16]([C:14]([NH:13][C@H:5]([C:3]([O:2][CH3:1])=[O:4])[CH2:6][C:7]1[CH:12]=[CH:11][CH:10]=[CH:9][CH:8]=1)=[O:15])[CH2:17][C:18]([OH:20])=[O:19])([CH3:32])[CH3:31], predict the reactants needed to synthesize it. The reactants are: [CH3:1][O:2][C:3]([C@@H:5]([NH:13][C:14]([C@@H:16]([NH2:21])[CH2:17][C:18]([OH:20])=[O:19])=[O:15])[CH2:6][C:7]1[CH:8]=[CH:9][CH:10]=[CH:11][CH:12]=1)=[O:4].C(O)(=O)C.[CH3:26][C:27]([CH3:32])([CH3:31])[CH2:28][CH:29]=O. (4) Given the product [O:25]=[C:5]1[N:6]([CH2:22][CH2:23][CH3:24])[C:7]2[N:8]=[C:9]([C:14]3[CH:15]=[N:16][N:17]([CH2:19][C:20]#[C:21][C:27]4[CH:32]=[CH:31][C:30]([S:33]([NH2:36])(=[O:35])=[O:34])=[CH:29][CH:28]=4)[CH:18]=3)[NH:10][C:11]=2[C:12](=[O:13])[N:4]1[CH2:1][CH2:2][CH3:3], predict the reactants needed to synthesize it. The reactants are: [CH2:1]([N:4]1[C:12](=[O:13])[C:11]2[NH:10][C:9]([C:14]3[CH:15]=[N:16][N:17]([CH2:19][C:20]#[CH:21])[CH:18]=3)=[N:8][C:7]=2[N:6]([CH2:22][CH2:23][CH3:24])[C:5]1=[O:25])[CH2:2][CH3:3].I[C:27]1[CH:32]=[CH:31][C:30]([S:33]([NH2:36])(=[O:35])=[O:34])=[CH:29][CH:28]=1.C(N(CC)CC)C.